From a dataset of Catalyst prediction with 721,799 reactions and 888 catalyst types from USPTO. Predict which catalyst facilitates the given reaction. (1) Reactant: [OH:1][C:2]1[CH:7]=[CH:6][N:5]2[CH:8]=[C:9]([C:11]([NH:13][CH:14]3[CH2:19][CH2:18][N:17]([C:20]([O:22][C:23]([CH3:26])([CH3:25])[CH3:24])=[O:21])[CH2:16][CH2:15]3)=[O:12])[N:10]=[C:4]2[CH:3]=1.N(C(OC(C)C)=O)=NC(OC(C)C)=O.[F:41][C:42]([F:57])([F:56])[C:43]1[CH:48]=[CH:47][C:46]([N:49]2[CH2:54][CH2:53][CH:52](O)[CH2:51][CH2:50]2)=[CH:45][CH:44]=1.C1(P(C2C=CC=CC=2)C2C=CC=CC=2)C=CC=CC=1. Product: [F:57][C:42]([F:41])([F:56])[C:43]1[CH:44]=[CH:45][C:46]([N:49]2[CH2:54][CH2:53][CH:52]([O:1][C:2]3[CH:7]=[CH:6][N:5]4[CH:8]=[C:9]([C:11]([NH:13][CH:14]5[CH2:15][CH2:16][N:17]([C:20]([O:22][C:23]([CH3:26])([CH3:25])[CH3:24])=[O:21])[CH2:18][CH2:19]5)=[O:12])[N:10]=[C:4]4[CH:3]=3)[CH2:51][CH2:50]2)=[CH:47][CH:48]=1. The catalyst class is: 11. (2) Reactant: FC(F)(F)S(O[C:7]1[C:12]([CH3:13])=[CH:11][C:10]([N+:14]([O-:16])=[O:15])=[CH:9][C:8]=1[Br:17])(=O)=O.[CH:20]([Sn](CCCC)(CCCC)CCCC)=[CH2:21].[Li+].[Cl-].[OH-].[Na+]. Product: [Br:17][C:8]1[CH:9]=[C:10]([N+:14]([O-:16])=[O:15])[CH:11]=[C:12]([CH3:13])[C:7]=1[CH:20]=[CH2:21]. The catalyst class is: 431. (3) Reactant: [CH3:1][O:2][C:3](=[O:40])[C@@H:4]([NH:31][C:32]([O:34][CH:35]1[CH2:39][CH2:38][CH2:37][CH2:36]1)=[O:33])[CH2:5][CH2:6][CH2:7][CH2:8][CH2:9][CH2:10][CH2:11][NH:12][C:13](=[O:30])[CH:14]([OH:29])[CH:15]([NH:21]C(OC(C)(C)C)=O)[CH2:16][CH:17]1[CH2:20][CH2:19][CH2:18]1. Product: [CH3:1][O:2][C:3](=[O:40])[C@@H:4]([NH:31][C:32]([O:34][CH:35]1[CH2:36][CH2:37][CH2:38][CH2:39]1)=[O:33])[CH2:5][CH2:6][CH2:7][CH2:8][CH2:9][CH2:10][CH2:11][NH:12][C:13](=[O:30])[CH:14]([OH:29])[CH:15]([NH2:21])[CH2:16][CH:17]1[CH2:20][CH2:19][CH2:18]1. The catalyst class is: 89. (4) Reactant: [NH2:1][C@H:2]1[CH2:6][CH2:5][CH2:4][C@H:3]1[C:7]([OH:9])=[O:8].Cl.[CH3:11]O. Product: [NH2:1][C@H:2]1[CH2:6][CH2:5][CH2:4][C@H:3]1[C:7]([O:9][CH3:11])=[O:8]. The catalyst class is: 12.